The task is: Predict the reaction yield, written as a fraction of the theoretical maximum amount of product (1.0 means a 100% yield; for example, 0.34 means a 34% yield).. This data is from Reaction yield outcomes from USPTO patents with 853,638 reactions. (1) The yield is 0.650. The product is [C:28]([O:32][C:33]([NH:35][C:36]1[CH:37]=[C:38]2[C:43](=[CH:44][CH:45]=1)[NH:42][CH:41]([CH2:46][N:47]1[CH2:48][CH2:49][N:50]([C:53]3[CH:58]=[CH:57][C:56]([F:59])=[CH:55][C:54]=3[O:60][CH3:61])[CH2:51][CH2:52]1)[CH2:40][CH2:39]2)=[O:34])([CH3:31])([CH3:30])[CH3:29]. The reactants are C1(N2CCN(CC3CCC4C(=CC=CC=4)N3)CC2)C2C(=CC=CC=2)C=CN=1.[C:28]([O:32][C:33]([NH:35][C:36]1[CH:37]=[C:38]2[C:43](=[CH:44][CH:45]=1)[N:42]=[C:41]([CH2:46][N:47]1[CH2:52][CH2:51][N:50]([C:53]3[CH:58]=[CH:57][C:56]([F:59])=[CH:55][C:54]=3[O:60][CH3:61])[CH2:49][CH2:48]1)[CH:40]=[CH:39]2)=[O:34])([CH3:31])([CH3:30])[CH3:29]. No catalyst specified. (2) No catalyst specified. The yield is 0.876. The product is [CH2:1]([O:7][C:8]1[CH:13]=[CH:12][N:11]=[C:10]([CH2:14][OH:15])[C:9]=1[CH3:19])[CH2:2][CH2:3][CH2:4][CH2:5][CH3:6]. The reactants are [CH2:1]([O:7][C:8]1[CH:13]=[CH:12][N:11]=[C:10]([CH2:14][O:15]C(=O)C)[C:9]=1[CH3:19])[CH2:2][CH2:3][CH2:4][CH2:5][CH3:6].[OH-].[Na+]. (3) The reactants are [Cl:1][C:2]1[CH:7]=[CH:6][CH:5]=[C:4]([Cl:8])[C:3]=1[C:9]1[C:13]([CH2:14][O:15][C:16]2[CH:25]=[C:24]3[C:19]([CH:20]=[CH:21][C:22]([C:26]4[CH:27]=[C:28]([CH:33]=[CH:34][CH:35]=4)[C:29]([O:31]C)=[O:30])=[CH:23]3)=[CH:18][CH:17]=2)=[C:12]([CH:36]([CH3:38])[CH3:37])[O:11][N:10]=1.[OH-].[Na+].CO. The catalyst is O1CCCC1. The product is [Cl:8][C:4]1[CH:5]=[CH:6][CH:7]=[C:2]([Cl:1])[C:3]=1[C:9]1[C:13]([CH2:14][O:15][C:16]2[CH:25]=[C:24]3[C:19]([CH:20]=[CH:21][C:22]([C:26]4[CH:27]=[C:28]([CH:33]=[CH:34][CH:35]=4)[C:29]([OH:31])=[O:30])=[CH:23]3)=[CH:18][CH:17]=2)=[C:12]([CH:36]([CH3:38])[CH3:37])[O:11][N:10]=1. The yield is 0.530. (4) The reactants are CC(OC(/N=N/C(OC(C)C)=O)=O)C.[OH:15][CH2:16][C@@H:17]1[O:21][C:20](=[O:22])[N:19]([C:23]2[CH:28]=[CH:27][C:26]([C:29]3[CH2:30][CH2:31][O:32][CH2:33][CH:34]=3)=[C:25]([F:35])[CH:24]=2)[CH2:18]1.O[C:37]1[CH:41]=[CH:40][O:39][N:38]=1.C1(P(C2C=CC=CC=2)C2C=CC=CC=2)C=CC=CC=1. The product is [O:39]1[CH:40]=[CH:41][C:37]([O:15][CH2:16][C@@H:17]2[O:21][C:20](=[O:22])[N:19]([C:23]3[CH:28]=[CH:27][C:26]([C:29]4[CH2:30][CH2:31][O:32][CH2:33][CH:34]=4)=[C:25]([F:35])[CH:24]=3)[CH2:18]2)=[N:38]1. The catalyst is C1COCC1. The yield is 0.590. (5) The product is [CH3:7][N:8]1[CH2:13][CH2:12][N:11]([C:14]([O:16][C@@H:17]2[N:26]([C:27]3[CH:28]=[CH:29][C:30]([Cl:33])=[CH:31][N:32]=3)[C:24](=[O:25])[C:19]3[N:20]=[CH:21][CH:22]=[N:23][C:18]2=3)=[O:15])[CH2:10][CH2:9]1. The reactants are C(=O)([O-])[O-].[K+].[K+].[CH3:7][N:8]1[CH2:13][CH2:12][N:11]([C:14]([O:16][C@@H:17]2[N:26]([C:27]3[CH:28]=[CH:29][C:30]([Cl:33])=[CH:31][N:32]=3)[C:24](=[O:25])[C:19]3[N:20]=[CH:21][CH:22]=[N:23][C:18]2=3)=[O:15])[CH2:10][CH2:9]1.C(N[C@@H](C([O-])=O)CC([O-])=O)(=O)C. The catalyst is O. The yield is 0.940. (6) The reactants are Br.[CH3:2][C:3]1[N:4]=[C:5]([CH3:17])[C:6]2[N:7]([CH:9]=[C:10]([C:12]([O:14]CC)=[O:13])[N:11]=2)[CH:8]=1.[OH-].[Na+].[ClH:20]. The catalyst is C(O)C.O. The product is [ClH:20].[CH3:2][C:3]1[N:4]=[C:5]([CH3:17])[C:6]2[N:7]([CH:9]=[C:10]([C:12]([OH:14])=[O:13])[N:11]=2)[CH:8]=1. The yield is 0.563. (7) The reactants are C([Sn](CCCC)(CCCC)[CH2:6][O:7][CH2:8][O:9][CH3:10])CCC.[Li]CCCC.[Br:24][C:25]1[CH:30]=[CH:29][C:28]([NH:31][C:32]2[C:33]([CH:43]=[O:44])=[CH:34][C:35]3[N:39]([CH3:40])[CH:38]=[N:37][C:36]=3[C:41]=2[F:42])=[C:27]([Cl:45])[CH:26]=1. The catalyst is C1COCC1. The product is [Br:24][C:25]1[CH:30]=[CH:29][C:28]([NH:31][C:32]2[C:33]([CH:43]([OH:44])[CH2:6][O:7][CH2:8][O:9][CH3:10])=[CH:34][C:35]3[N:39]([CH3:40])[CH:38]=[N:37][C:36]=3[C:41]=2[F:42])=[C:27]([Cl:45])[CH:26]=1. The yield is 0.640.